This data is from Full USPTO retrosynthesis dataset with 1.9M reactions from patents (1976-2016). The task is: Predict the reactants needed to synthesize the given product. (1) Given the product [C:42]([N:39]1[CH2:40][CH2:41][CH:36]([NH:35][C:12]2[CH:17]=[C:16]([O:18][CH3:19])[CH:15]=[CH:14][C:13]=2[C:20]2[NH:29][C:28](=[O:50])[C:27]3[C:22](=[CH:23][C:24]([O:32][CH3:33])=[CH:25][C:26]=3[O:30][CH3:31])[N:21]=2)[CH2:37][CH2:38]1)(=[O:46])[CH:43]([CH3:44])[CH3:45], predict the reactants needed to synthesize it. The reactants are: C[Si]([N-][Si](C)(C)C)(C)C.[Li+].F[C:12]1[CH:17]=[C:16]([O:18][CH3:19])[CH:15]=[CH:14][C:13]=1[C:20]1[N:29]=[CH:28][C:27]2[C:22](=[CH:23][C:24]([O:32][CH3:33])=[CH:25][C:26]=2[O:30][CH3:31])[N:21]=1.Cl.[NH2:35][CH:36]1[CH2:41][CH2:40][N:39]([C:42](=[O:46])[CH:43]([CH3:45])[CH3:44])[CH2:38][CH2:37]1.C1C[O:50]CC1. (2) Given the product [CH2:6]([O:10][C:11]1[CH:20]=[CH:19][C:18]2[C:13](=[CH:14][CH:15]=[CH:16][CH:17]=2)[C:12]=1[CH:21]=[N:32][OH:23])[CH:7]1[O:9][CH2:8]1, predict the reactants needed to synthesize it. The reactants are: C(C1OC1)Cl.[CH2:6]([O:10][C:11]1[CH:20]=[CH:19][C:18]2[C:13](=[CH:14][CH:15]=[CH:16][CH:17]=2)[C:12]=1[CH:21]=O)[CH:7]1[O:9][CH2:8]1.[OH2:23].O.O.C([O-])(=O)C.[Na+].Cl.[NH2:32]O.